This data is from CYP1A2 inhibition data for predicting drug metabolism from PubChem BioAssay. The task is: Regression/Classification. Given a drug SMILES string, predict its absorption, distribution, metabolism, or excretion properties. Task type varies by dataset: regression for continuous measurements (e.g., permeability, clearance, half-life) or binary classification for categorical outcomes (e.g., BBB penetration, CYP inhibition). Dataset: cyp1a2_veith. (1) The molecule is Cc1nc2cnc(N3CCN(C)CC3)nc2n(CCc2ccccc2)c1=O. The result is 1 (inhibitor). (2) The molecule is Oc1ccc([C@H](O)[C@@H]2CCCCN2)cc1O. The result is 0 (non-inhibitor). (3) The compound is CC1(C)CC2(CCO1)OC(=O)CC2C(=O)NCCc1ccccc1. The result is 0 (non-inhibitor). (4) The drug is Cc1c2ccccc2c(CSC(=N)N)c2ccccc12. The result is 1 (inhibitor). (5) The molecule is CCOC(=O)N1CCC(NC(=O)C2CCN(S(=O)(=O)N3CCCC3)CC2)CC1. The result is 0 (non-inhibitor). (6) The molecule is CCCCc1c2ccccc2nc2[nH]c3ccccc3c12. The result is 1 (inhibitor). (7) The molecule is NC(=O)CNCCC(c1ccccc1)c1ccccc1. The result is 0 (non-inhibitor). (8) The drug is O=C(Nc1ccccc1N1CCOCC1)c1ccc([N+](=O)[O-])cc1. The result is 0 (non-inhibitor). (9) The compound is CC(C)CN1CC2(CCN(C(=O)c3ccncc3)CC2)C1. The result is 0 (non-inhibitor). (10) The drug is O=C(CN(c1ccccc1)S(=O)(=O)c1ccccc1)NCCSCc1ccco1. The result is 0 (non-inhibitor).